This data is from Catalyst prediction with 721,799 reactions and 888 catalyst types from USPTO. The task is: Predict which catalyst facilitates the given reaction. (1) Reactant: [CH3:1][N:2]1[C:6]2[C:7]3[CH:8]=[CH:9][CH:10]=[CH:11][C:12]=3[O:13][CH2:14][C:5]=2[C:4]([C:15]([OH:17])=O)=[N:3]1.C(Cl)(=O)C(Cl)=O.N1C=CC=CC=1.[CH2:30]1[CH2:40][O:39][C:38]2[CH:37]=[CH:36][C:34]([NH2:35])=[CH:33][C:32]=2[O:31]1. Product: [O:39]1[CH2:40][CH2:30][O:31][C:32]2[CH:33]=[C:34]([NH:35][C:15]([C:4]3[C:5]4[CH2:14][O:13][C:12]5[CH:11]=[CH:10][CH:9]=[CH:8][C:7]=5[C:6]=4[N:2]([CH3:1])[N:3]=3)=[O:17])[CH:36]=[CH:37][C:38]1=2. The catalyst class is: 4. (2) Reactant: [Br:1][C:2]1[C:10]2[C:5](=[CH:6][CH:7]=[C:8]([CH2:11][CH2:12][C:13]3[N:18]=[CH:17][CH:16]=[CH:15][N:14]=3)[CH:9]=2)[NH:4][N:3]=1.C(=O)([O-])[O-].[K+].[K+].Br[CH2:26][C:27]([O:29][C:30]([CH3:33])([CH3:32])[CH3:31])=[O:28]. Product: [C:30]([O:29][C:27](=[O:28])[CH2:26][N:4]1[C:5]2[C:10](=[CH:9][C:8]([CH2:11][CH2:12][C:13]3[N:18]=[CH:17][CH:16]=[CH:15][N:14]=3)=[CH:7][CH:6]=2)[C:2]([Br:1])=[N:3]1)([CH3:33])([CH3:32])[CH3:31]. The catalyst class is: 144. (3) Reactant: C([CH:3]([CH2:7][NH:8][CH2:9][C:10]1[S:11][CH:12]=[C:13]([C:15]2[CH:20]=[CH:19][C:18]([O:21][C@H:22]3[CH2:27][CH2:26][C@H:25]([C:28]([CH3:31])([CH3:30])[CH3:29])[CH2:24][CH2:23]3)=[CH:17][CH:16]=2)[N:14]=1)[C:4]([OH:6])=[O:5])C.O[Li].O.Cl. Product: [C:28]([C@@H:25]1[CH2:24][CH2:23][C@H:22]([O:21][C:18]2[CH:19]=[CH:20][C:15]([C:13]3[N:14]=[C:10]([CH2:9][NH:8][CH2:7][CH2:3][C:4]([OH:6])=[O:5])[S:11][CH:12]=3)=[CH:16][CH:17]=2)[CH2:27][CH2:26]1)([CH3:31])([CH3:29])[CH3:30]. The catalyst class is: 88. (4) Reactant: [NH2:1][C@H:2]1[C@H:7]([OH:8])[C@@H:6]([CH3:9])[CH2:5][N:4]([C:10]2[CH:15]=[CH:14][N:13]=[CH:12][C:11]=2[NH:16][C:17]([C:19]2[C:28]([NH:29]C(=O)OCC3C=CC=CC=3)=[CH:27][C:26]3[C:21](=[CH:22][C:23]([N:40]4[CH2:45][CH2:44][CH2:43][CH2:42][C:41]4=[O:46])=[CH:24][CH:25]=3)[N:20]=2)=[O:18])[CH2:3]1.[H][H]. Product: [NH2:29][C:28]1[C:19]([C:17]([NH:16][C:11]2[CH:12]=[N:13][CH:14]=[CH:15][C:10]=2[N:4]2[CH2:5][C@H:6]([CH3:9])[C@@H:7]([OH:8])[C@H:2]([NH2:1])[CH2:3]2)=[O:18])=[N:20][C:21]2[C:26]([CH:27]=1)=[CH:25][CH:24]=[C:23]([N:40]1[CH2:45][CH2:44][CH2:43][CH2:42][C:41]1=[O:46])[CH:22]=2. The catalyst class is: 19. (5) Reactant: [Cl:1][C:2]1[CH:3]=[C:4]([C:15]([O:17][CH3:18])=[O:16])[C:5]2[C:6]([CH3:14])=[CH:7][N:8]([CH:11]([CH3:13])[CH3:12])[C:9]=2[CH:10]=1.C1C(=O)N([Br:26])C(=O)C1.C(Cl)Cl. Product: [Br:26][C:7]1[N:8]([CH:11]([CH3:12])[CH3:13])[C:9]2[CH:10]=[C:2]([Cl:1])[CH:3]=[C:4]([C:15]([O:17][CH3:18])=[O:16])[C:5]=2[C:6]=1[CH3:14]. The catalyst class is: 3. (6) Reactant: C(OC([NH:8][C@H:9]1[CH2:14][C@@H:13]([CH3:15])[CH2:12][N:11]([C:16]2[CH:21]=[CH:20][N:19]=[CH:18][C:17]=2[NH:22][C:23]([C:25]2[C:29]3=[N:30][CH:31]=[C:32]([CH:34]4[CH2:39][CH2:38][O:37][CH2:36][CH2:35]4)[CH:33]=[C:28]3[O:27][C:26]=2[NH:40]C(=O)OC(C)(C)C)=[O:24])[CH2:10]1)=O)(C)(C)C.C(O)(C(F)(F)F)=O. Product: [NH2:40][C:26]1[O:27][C:28]2[C:29](=[N:30][CH:31]=[C:32]([CH:34]3[CH2:39][CH2:38][O:37][CH2:36][CH2:35]3)[CH:33]=2)[C:25]=1[C:23]([NH:22][C:17]1[CH:18]=[N:19][CH:20]=[CH:21][C:16]=1[N:11]1[CH2:12][C@H:13]([CH3:15])[CH2:14][C@H:9]([NH2:8])[CH2:10]1)=[O:24]. The catalyst class is: 2. (7) The catalyst class is: 2. Product: [CH:25]([N:24]([CH:33]([CH3:36])[CH3:34])[CH2:23][CH3:22])([CH3:26])[CH3:20]. Reactant: ClC(Cl)(OC(=O)OC(Cl)(Cl)Cl)Cl.ClC1C=C([C@@H:20]2[C@@H:25]([C:26]3C=CC(Cl)=CC=3)[N:24]([CH:33]([CH2:36]C)[CH2:34]C)[C:23](=O)[C@:22](CC(NN)=O)(C)C2)C=CC=1.